Dataset: Forward reaction prediction with 1.9M reactions from USPTO patents (1976-2016). Task: Predict the product of the given reaction. (1) Given the reactants [C:1]([C:3]1[CH:23]=[C:22]([C:24]2[N:29]=[C:28]([NH:30][C:31]3[CH:32]=[N:33][N:34]([CH3:37])[C:35]=3[CH3:36])[N:27]=[CH:26][N:25]=2)[CH:21]=[CH:20][C:4]=1[O:5][C@H:6]1[CH2:11][CH2:10][N:9](C(OC(C)(C)C)=O)[CH2:8][C@H:7]1[F:19])#[N:2].FC(F)(F)C(O)=O, predict the reaction product. The product is: [CH3:37][N:34]1[C:35]([CH3:36])=[C:31]([NH:30][C:28]2[N:27]=[CH:26][N:25]=[C:24]([C:22]3[CH:21]=[CH:20][C:4]([O:5][C@H:6]4[CH2:11][CH2:10][NH:9][CH2:8][C@H:7]4[F:19])=[C:3]([CH:23]=3)[C:1]#[N:2])[N:29]=2)[CH:32]=[N:33]1. (2) The product is: [Br:8][CH2:13][C:14]([C:16]1[CH:17]=[CH:18][CH:19]=[C:20]2[C:25]=1[N:24]=[C:23]([NH:26][C:27]1[CH:32]=[CH:31][CH:30]=[CH:29][CH:28]=1)[N:22]=[CH:21]2)=[O:15]. Given the reactants C1C(=O)N([Br:8])C(=O)C1.C([O:13][C:14]([C:16]1[CH:17]=[CH:18][CH:19]=[C:20]2[C:25]=1[N:24]=[C:23]([NH:26][C:27]1[CH:32]=[CH:31][CH:30]=[CH:29][CH:28]=1)[N:22]=[CH:21]2)=[CH2:15])CCC.O, predict the reaction product.